This data is from Full USPTO retrosynthesis dataset with 1.9M reactions from patents (1976-2016). The task is: Predict the reactants needed to synthesize the given product. (1) Given the product [CH3:33][S:30]([C:26]1[CH:25]=[C:24]2[C:29](=[CH:28][CH:27]=1)[N:21]([C:19]1[N:18]=[CH:17][N:16]=[C:15]([NH:14][CH:11]3[CH2:12][CH2:13][NH:8][CH2:9][CH2:10]3)[CH:20]=1)[CH2:22][CH2:23]2)(=[O:32])=[O:31], predict the reactants needed to synthesize it. The reactants are: C([N:8]1[CH2:13][CH2:12][CH:11]([NH:14][C:15]2[CH:20]=[C:19]([N:21]3[C:29]4[C:24](=[CH:25][C:26]([S:30]([CH3:33])(=[O:32])=[O:31])=[CH:27][CH:28]=4)[CH2:23][CH2:22]3)[N:18]=[CH:17][N:16]=2)[CH2:10][CH2:9]1)C1C=CC=CC=1.C(N(C(C)C)CC)(C)C.ClC(OC(Cl)C)=O. (2) Given the product [OH:38][CH2:37][CH:36]([NH:35][CH2:2][C:3]([N:5]1[CH2:11][CH2:10][C:9]2[CH:12]=[CH:13][C:14]([C:17]3[N:21]=[C:20]([C:22]4[CH:23]=[CH:24][C:25]([O:30][CH:31]([CH3:33])[CH3:32])=[C:26]([CH:29]=4)[C:27]#[N:28])[O:19][N:18]=3)=[C:15]([CH3:16])[C:8]=2[CH2:7][CH2:6]1)=[O:4])[CH2:39][OH:40], predict the reactants needed to synthesize it. The reactants are: Br[CH2:2][C:3]([N:5]1[CH2:11][CH2:10][C:9]2[CH:12]=[CH:13][C:14]([C:17]3[N:21]=[C:20]([C:22]4[CH:23]=[CH:24][C:25]([O:30][CH:31]([CH3:33])[CH3:32])=[C:26]([CH:29]=4)[C:27]#[N:28])[O:19][N:18]=3)=[C:15]([CH3:16])[C:8]=2[CH2:7][CH2:6]1)=[O:4].Cl.[NH2:35][CH:36]([CH2:39][OH:40])[CH2:37][OH:38].C(=O)([O-])[O-].[K+].[K+]. (3) The reactants are: [CH3:1][N:2]([CH3:17])[CH2:3][CH2:4][O:5][C:6]1[CH:16]=[CH:15][C:9]([C:10]([O:12][CH2:13][CH3:14])=[O:11])=[CH:8][CH:7]=1.[C:18]1([CH3:29])[CH:23]=[CH:22][C:21]([S:24]([O:27]C)(=[O:26])=[O:25])=[CH:20][CH:19]=1. Given the product [C:18]1([CH3:29])[CH:19]=[CH:20][C:21]([S:24]([O-:27])(=[O:25])=[O:26])=[CH:22][CH:23]=1.[CH2:13]([O:12][C:10]([C:9]1[CH:15]=[CH:16][C:6]([O:5][CH2:4][CH2:3][N+:2]([CH3:18])([CH3:1])[CH3:17])=[CH:7][CH:8]=1)=[O:11])[CH3:14], predict the reactants needed to synthesize it. (4) Given the product [CH3:33][O:32][CH2:31][C@H:30]([CH3:34])[O:29][C:14]1[CH:13]=[C:12]([C:9]2[NH:8][C:7]([C:5]3[O:6][C@H:2]([CH3:35])[CH2:3][N:4]=3)=[CH:11][CH:10]=2)[CH:17]=[C:16]([O:18][C:19]2[CH:24]=[CH:23][C:22]([S:25]([CH3:28])(=[O:26])=[O:27])=[CH:21][CH:20]=2)[CH:15]=1, predict the reactants needed to synthesize it. The reactants are: O[C@@H:2]([CH3:35])[CH2:3][NH:4][C:5]([C:7]1[NH:8][C:9]([C:12]2[CH:17]=[C:16]([O:18][C:19]3[CH:24]=[CH:23][C:22]([S:25]([CH3:28])(=[O:27])=[O:26])=[CH:21][CH:20]=3)[CH:15]=[C:14]([O:29][C@@H:30]([CH3:34])[CH2:31][O:32][CH3:33])[CH:13]=2)=[CH:10][CH:11]=1)=[O:6].CS(O)(=O)=O.C(N(CC)CC)C.C(=O)([O-])O.[Na+]. (5) Given the product [CH2:14]([N:13]([C:10]1[CH:11]=[CH:12][NH:8][N:9]=1)[C:16]([C:18]1[C:23]([NH:24][S:25]([C:28]2[CH:33]=[CH:32][C:31]([Cl:34])=[C:30]([C:35]([F:38])([F:36])[F:37])[CH:29]=2)(=[O:27])=[O:26])=[CH:22][C:21]([Cl:39])=[CH:20][N:19]=1)=[O:17])[CH3:15], predict the reactants needed to synthesize it. The reactants are: C(OC([N:8]1[CH:12]=[CH:11][C:10]([N:13]([C:16]([C:18]2[C:23]([NH:24][S:25]([C:28]3[CH:33]=[CH:32][C:31]([Cl:34])=[C:30]([C:35]([F:38])([F:37])[F:36])[CH:29]=3)(=[O:27])=[O:26])=[CH:22][C:21]([Cl:39])=[CH:20][N:19]=2)=[O:17])[CH2:14][CH3:15])=[N:9]1)=O)(C)(C)C. (6) Given the product [F:12][C:11]([F:14])([F:13])[C:10]([NH:9][C:5]1[CH:6]=[C:7]([CH3:8])[C:2]([CH:29]=[O:30])=[C:3]([CH3:16])[CH:4]=1)=[O:15], predict the reactants needed to synthesize it. The reactants are: Br[C:2]1[C:7]([CH3:8])=[CH:6][C:5]([NH:9][C:10](=[O:15])[C:11]([F:14])([F:13])[F:12])=[CH:4][C:3]=1[CH3:16].C[Li].[Li+].[Br-].[Li]C(CC)C.CN([CH:29]=[O:30])C. (7) Given the product [CH3:1][O:2][CH2:3][C@@H:4]([NH:5][C:13]([NH2:14])=[O:12])[C:6]1[CH:11]=[CH:10][CH:9]=[CH:8][CH:7]=1, predict the reactants needed to synthesize it. The reactants are: [CH3:1][O:2][CH2:3][C@H:4]([C:6]1[CH:11]=[CH:10][CH:9]=[CH:8][CH:7]=1)[NH2:5].[O-:12][C:13]#[N:14].[K+].Cl. (8) The reactants are: [OH:1][C:2]1[C:7](=[O:8])[CH:6]=[CH:5][O:4][C:3]=1[CH3:9].[CH2:10](Cl)[C:11]1[CH:16]=[CH:15][CH:14]=[CH:13][CH:12]=1.[OH-].[Na+]. Given the product [CH2:10]([O:1][C:2]1[C:7](=[O:8])[CH:6]=[CH:5][O:4][C:3]=1[CH3:9])[C:11]1[CH:16]=[CH:15][CH:14]=[CH:13][CH:12]=1, predict the reactants needed to synthesize it.